Task: Predict the reaction yield, written as a fraction of the theoretical maximum amount of product (1.0 means a 100% yield; for example, 0.34 means a 34% yield).. Dataset: Reaction yield outcomes from USPTO patents with 853,638 reactions The reactants are [O:1]1[CH2:6][CH:5]=[C:4]([C:7]2[CH:19]=[CH:18][C:10]([CH2:11][C@@H:12]([C:14]([O:16]C)=[O:15])[NH2:13])=[CH:9][CH:8]=2)[CH2:3][CH2:2]1.C(N(CC)CC)C.[CH3:27][C:28]1[CH:36]=[CH:35][CH:34]=[C:33]([CH3:37])[C:29]=1[C:30](O)=[O:31].CN(C(ON1N=NC2C=CC=NC1=2)=[N+](C)C)C.F[P-](F)(F)(F)(F)F. The catalyst is CN(C=O)C. The product is [O:1]1[CH2:6][CH:5]=[C:4]([C:7]2[CH:19]=[CH:18][C:10]([CH2:11][C@@H:12]([C:14]([OH:16])=[O:15])[NH:13][C:30](=[O:31])[C:29]3[C:33]([CH3:37])=[CH:34][CH:35]=[CH:36][C:28]=3[CH3:27])=[CH:9][CH:8]=2)[CH2:3][CH2:2]1. The yield is 0.210.